The task is: Predict the reactants needed to synthesize the given product.. This data is from Full USPTO retrosynthesis dataset with 1.9M reactions from patents (1976-2016). (1) Given the product [C:23]([C:21]1[CH:22]=[C:17]([NH:16][C:15]([NH:35][C:36]2[C:45]3[C:40](=[CH:41][CH:42]=[CH:43][CH:44]=3)[C:39]([O:46][C:47]3[CH:52]=[CH:51][N:50]=[C:49]([NH:53][C:54]4[CH:59]=[C:58]([O:60][CH2:61][CH2:62][O:63][CH2:64][CH2:65][O:66][CH2:67][CH2:68][O:69][CH3:70])[CH:57]=[C:56]([O:71][CH3:72])[CH:55]=4)[N:48]=3)=[CH:38][CH:37]=2)=[O:34])[C:18]([O:32][CH3:33])=[C:19]([NH:27][S:28]([CH3:31])(=[O:29])=[O:30])[CH:20]=1)([CH3:26])([CH3:25])[CH3:24], predict the reactants needed to synthesize it. The reactants are: CCN(CC)CC.C1(O[C:15](=[O:34])[NH:16][C:17]2[CH:22]=[C:21]([C:23]([CH3:26])([CH3:25])[CH3:24])[CH:20]=[C:19]([NH:27][S:28]([CH3:31])(=[O:30])=[O:29])[C:18]=2[O:32][CH3:33])C=CC=CC=1.[NH2:35][C:36]1[C:45]2[C:40](=[CH:41][CH:42]=[CH:43][CH:44]=2)[C:39]([O:46][C:47]2[CH:52]=[CH:51][N:50]=[C:49]([NH:53][C:54]3[CH:59]=[C:58]([O:60][CH2:61][CH2:62][O:63][CH2:64][CH2:65][O:66][CH2:67][CH2:68][O:69][CH3:70])[CH:57]=[C:56]([O:71][CH3:72])[CH:55]=3)[N:48]=2)=[CH:38][CH:37]=1. (2) The reactants are: [C:1]([C:3](=[C:7](SC)[S:8][CH3:9])C(O)=O)#[N:2].[CH3:12][N:13]1[CH2:18][CH2:17][NH:16][CH2:15][CH2:14]1.C(N(CC)CC)C. Given the product [CH3:12][N:13]1[CH2:18][CH2:17][N:16]([C:7]([S:8][CH3:9])=[CH:3][C:1]#[N:2])[CH2:15][CH2:14]1, predict the reactants needed to synthesize it. (3) Given the product [C:54]([C:2]1[CH:3]=[CH:4][CH:5]=[C:6]2[C:1]=1[C@H:7]([C:16]1[CH:15]=[CH:14][CH:13]=[CH:12][CH:11]=1)[N:8]([C:25]([O:27][C:28]([CH3:29])([CH3:30])[CH3:31])=[O:26])[CH2:9][CH2:10]2)#[N:55], predict the reactants needed to synthesize it. The reactants are: [C:1]1([C@H:7]2[C:16]3[C:11](=[CH:12][CH:13]=[CH:14][C:15]=3OS(C(F)(F)F)(=O)=O)[CH2:10][CH2:9][N:8]2[C:25]([O:27][C:28]([CH3:31])([CH3:30])[CH3:29])=[O:26])[CH:6]=[CH:5][CH:4]=[CH:3][CH:2]=1.C1(C2C=CC=CC=2)C=CC=CC=1P(C(C)(C)C)C(C)(C)C.O.[CH3:54][N:55](C)C(=O)C. (4) The reactants are: Cl.[Cl:2][C:3]1[CH:44]=[C:43]([S:45](=[O:65])(=[O:64])[N:46](CC2C=CC(OC)=CC=2OC)[C:47]2[CH:52]=[CH:51][N:50]=[CH:49][N:48]=2)[C:42]([F:66])=[CH:41][C:4]=1[O:5][C:6]1[CH:11]=[CH:10][C:9]([C:12]2[CH:17]=[CH:16][C:15]([C:18]([F:21])([F:20])[F:19])=[CH:14][CH:13]=2)=[CH:8][C:7]=1[C:22]1[CH:27]=[CH:26][N:25]=[C:24]([N:28]2[CH2:33][CH2:32][N:31](C(OC(C)(C)C)=O)[CH2:30][CH2:29]2)[CH:23]=1. Given the product [ClH:2].[Cl:2][C:3]1[C:4]([O:5][C:6]2[CH:11]=[CH:10][C:9]([C:12]3[CH:17]=[CH:16][C:15]([C:18]([F:19])([F:20])[F:21])=[CH:14][CH:13]=3)=[CH:8][C:7]=2[C:22]2[CH:27]=[CH:26][N:25]=[C:24]([N:28]3[CH2:29][CH2:30][NH:31][CH2:32][CH2:33]3)[CH:23]=2)=[CH:41][C:42]([F:66])=[C:43]([S:45]([NH:46][C:47]2[CH:52]=[CH:51][N:50]=[CH:49][N:48]=2)(=[O:65])=[O:64])[CH:44]=1, predict the reactants needed to synthesize it. (5) Given the product [Cl:14][C:6]1[N:5]2[N:9]=[CH:10][CH:11]=[C:4]2[N:3]=[C:2]([NH2:1])[CH:7]=1, predict the reactants needed to synthesize it. The reactants are: [NH2:1][C:2]1[NH:3][C:4]2[N:5]([N:9]=[CH:10][CH:11]=2)[C:6](=O)[CH:7]=1.P(Cl)(Cl)([Cl:14])=O.